This data is from Catalyst prediction with 721,799 reactions and 888 catalyst types from USPTO. The task is: Predict which catalyst facilitates the given reaction. Reactant: [Cl:1][C:2]1[CH:3]=[CH:4][C:5]2[N:11](CC3C=CC(OC)=CC=3OC)[C:10](=[O:23])[CH:9]([CH2:24][N:25]3[C:29]([CH2:30][CH2:31][C:32]([O:34][CH2:35][CH3:36])=[O:33])=[N:28][N:27]=[N:26]3)[CH2:8][CH:7]([C:37]3[CH:42]=[CH:41][CH:40]=[C:39]([O:43][CH3:44])[C:38]=3[O:45][CH3:46])[C:6]=2[CH:47]=1.[N+]([O-])(O)=O.[N+]([O-])(O)=O.[N+]([O-])(O)=O.[N+]([O-])(O)=O.[N+]([O-])(O)=O.[N+]([O-])(O)=O.[Ce].C(=O)(O)[O-].[Na+].C(OCC)(=O)C. Product: [Cl:1][C:2]1[CH:3]=[CH:4][C:5]2[NH:11][C:10](=[O:23])[CH:9]([CH2:24][N:25]3[C:29]([CH2:30][CH2:31][C:32]([O:34][CH2:35][CH3:36])=[O:33])=[N:28][N:27]=[N:26]3)[CH2:8][CH:7]([C:37]3[CH:42]=[CH:41][CH:40]=[C:39]([O:43][CH3:44])[C:38]=3[O:45][CH3:46])[C:6]=2[CH:47]=1. The catalyst class is: 21.